This data is from Reaction yield outcomes from USPTO patents with 853,638 reactions. The task is: Predict the reaction yield, written as a fraction of the theoretical maximum amount of product (1.0 means a 100% yield; for example, 0.34 means a 34% yield). (1) The reactants are Cl[C:2]1[C:11]2[C:6](=[CH:7][CH:8]=[CH:9][CH:10]=2)[CH:5]=[C:4]([C:12]2[CH:17]=[CH:16][CH:15]=[CH:14][C:13]=2[C:18]([F:21])([F:20])[F:19])[N:3]=1.[NH:22]1[CH:26]=[N:25][C:24]([NH2:27])=[N:23]1. The catalyst is C(O)C. The product is [NH:22]1[CH:26]=[N:25][C:24]([NH:27][C:2]2[C:11]3[C:6](=[CH:7][CH:8]=[CH:9][CH:10]=3)[CH:5]=[C:4]([C:12]3[CH:17]=[CH:16][CH:15]=[CH:14][C:13]=3[C:18]([F:21])([F:20])[F:19])[N:3]=2)=[N:23]1. The yield is 0.0400. (2) The reactants are [N:1]12[CH2:8][CH2:7][CH:4]([CH2:5][CH2:6]1)[C@@H:3]([NH:9][C:10]([C:12]1[C:16]3[CH:17]=[C:18](Br)[CH:19]=[CH:20][C:15]=3[S:14][N:13]=1)=[O:11])[CH2:2]2.[C:22](=[O:25])(O)[O-].[Cs+].C1(P(C2CCCCC2)C2C=CC=CC=2[C:40]2C=CC=C[C:41]=2[N:46](C)[CH3:47])CCCCC1. The catalyst is C1C=CC(/C=C/C(/C=C/C2C=CC=CC=2)=O)=CC=1.C1C=CC(/C=C/C(/C=C/C2C=CC=CC=2)=O)=CC=1.C1C=CC(/C=C/C(/C=C/C2C=CC=CC=2)=O)=CC=1.[Pd].[Pd]. The product is [N:1]12[CH2:8][CH2:7][CH:4]([CH2:5][CH2:6]1)[C@@H:3]([NH:9][C:10]([C:12]1[C:16]3[CH:17]=[CH:18][C:19]([N:46]4[CH2:47][CH2:22][O:25][CH2:40][CH2:41]4)=[CH:20][C:15]=3[S:14][N:13]=1)=[O:11])[CH2:2]2. The yield is 0.340. (3) The yield is 0.230. The reactants are [CH2:1]([N:8]1[C:12]([OH:13])=[C:11]([CH3:14])[CH:10]=[N:9]1)[C:2]1[CH:7]=[CH:6][CH:5]=[CH:4][CH:3]=1.[H-].[Na+].I[CH3:18]. The product is [CH2:1]([N:8]1[C:12]([O:13][CH3:18])=[C:11]([CH3:14])[CH:10]=[N:9]1)[C:2]1[CH:3]=[CH:4][CH:5]=[CH:6][CH:7]=1. The catalyst is CN(C)C=O. (4) The reactants are Cl[C:2]1[C:11]2[C:6](=[CH:7][C:8]([O:14][CH2:15][CH2:16][CH:17]3[CH2:22][CH2:21][N:20]([CH3:23])[CH2:19][CH2:18]3)=[C:9]([O:12][CH3:13])[CH:10]=2)[N:5]=[CH:4][N:3]=1.[F:24][C:25]1[C:33]([OH:34])=[CH:32][CH:31]=[C:30]2[C:26]=1[CH:27]=[C:28]([CH3:35])[NH:29]2.C(=O)([O-])[O-].[K+].[K+]. The catalyst is CN(C=O)C. The product is [F:24][C:25]1[C:33]([O:34][C:2]2[C:11]3[C:6](=[CH:7][C:8]([O:14][CH2:15][CH2:16][CH:17]4[CH2:22][CH2:21][N:20]([CH3:23])[CH2:19][CH2:18]4)=[C:9]([O:12][CH3:13])[CH:10]=3)[N:5]=[CH:4][N:3]=2)=[CH:32][CH:31]=[C:30]2[C:26]=1[CH:27]=[C:28]([CH3:35])[NH:29]2. The yield is 0.620. (5) The reactants are Br[C:2]1[C:3]([F:19])=[N:4][CH:5]=[C:6]([CH2:8][O:9][CH2:10][C:11]2[CH:16]=[CH:15][C:14]([O:17][CH3:18])=[CH:13][CH:12]=2)[CH:7]=1.C([Li])CCC.[B:25](OC(C)C)([O:30]C(C)C)[O:26]C(C)C. The catalyst is C1(C)C=CC=CC=1. The product is [F:19][C:3]1[C:2]([B:25]([OH:30])[OH:26])=[CH:7][C:6]([CH2:8][O:9][CH2:10][C:11]2[CH:16]=[CH:15][C:14]([O:17][CH3:18])=[CH:13][CH:12]=2)=[CH:5][N:4]=1. The yield is 0.660. (6) The reactants are Cl[CH2:2][C:3]([O:5][CH2:6][CH3:7])=[O:4].[S-:8][C:9]#[N:10].[K+]. The catalyst is C(O)C. The product is [CH2:6]([O:5][C:3](=[O:4])[CH2:2][S:8][C:9]#[N:10])[CH3:7]. The yield is 0.970. (7) The reactants are [CH:1]([C:3]1[CH:4]=[C:5]([C:9]2[C:14]([CH3:15])=[CH:13][C:12]([O:16][C@@H:17]3[CH2:21][O:20][CH2:19][C@@H:18]3CC([O-])=O)=[CH:11][C:10]=2[CH3:26])[CH:6]=[CH:7][CH:8]=1)=[O:2].[BH4-].[Na+].C[C:30]([CH3:32])=[O:31].C[OH:34]. No catalyst specified. The product is [C:30]([O:34][C@@H:18]1[C@@H:17]([O:16][C:12]2[CH:13]=[C:14]([CH3:15])[C:9]([C:5]3[CH:6]=[CH:7][CH:8]=[C:3]([CH2:1][OH:2])[CH:4]=3)=[C:10]([CH3:26])[CH:11]=2)[CH2:21][O:20][CH2:19]1)(=[O:31])[CH3:32]. The yield is 0.709. (8) The reactants are [F:1][C:2]1[C:7]([C:8]2[CH:13]=[CH:12][CH:11]=[C:10]([F:14])[CH:9]=2)=[CH:6][CH:5]=[C:4]([F:15])[C:3]=1[CH2:16][NH:17][C:18]1[C:19]([F:26])=[C:20]([OH:25])[CH:21]=[CH:22][C:23]=1[F:24].C([O-])([O-])=O.[Cs+].[Cs+].Br[CH2:34][C:35]([O:37][CH2:38][CH3:39])=[O:36].O. The catalyst is CN(C=O)C. The product is [F:1][C:2]1[C:7]([C:8]2[CH:13]=[CH:12][CH:11]=[C:10]([F:14])[CH:9]=2)=[CH:6][CH:5]=[C:4]([F:15])[C:3]=1[CH2:16][NH:17][C:18]1[C:19]([F:26])=[C:20]([CH:21]=[CH:22][C:23]=1[F:24])[O:25][CH2:34][C:35]([O:37][CH2:38][CH3:39])=[O:36]. The yield is 0.650. (9) The reactants are [Br:1][C:2]1[C:3](Cl)=[N:4][C:5]([Cl:8])=[N:6][CH:7]=1.[CH:10]1([C:13]2[NH:17][N:16]=[C:15]([NH2:18])[CH:14]=2)[CH2:12][CH2:11]1.C(N(C(C)C)CC)(C)C. The catalyst is C(O)CCC. The product is [Br:1][C:2]1[C:3]([NH:18][C:15]2[CH:14]=[C:13]([CH:10]3[CH2:12][CH2:11]3)[NH:17][N:16]=2)=[N:4][C:5]([Cl:8])=[N:6][CH:7]=1. The yield is 0.750. (10) The reactants are CO[C:3](=O)[CH2:4][CH2:5][NH:6][CH2:7][CH3:8].[CH2:10]1[C:18]2[C:13](=[CH:14][CH:15]=[CH:16][CH:17]=2)[CH2:12][C:11]1=[O:19]. The catalyst is C1(C)C=CC=CC=1. The product is [CH2:7]([N:6]1[C:11](=[O:19])[CH2:10][CH2:18][C:17]2[C:16]3[CH:15]=[CH:14][CH:13]=[CH:12][C:3]=3[CH2:4][C:5]1=2)[CH3:8]. The yield is 0.270.